This data is from Full USPTO retrosynthesis dataset with 1.9M reactions from patents (1976-2016). The task is: Predict the reactants needed to synthesize the given product. (1) Given the product [C:10]([NH:9][CH2:8][S:1][CH2:2][CH2:3][C:4]([OH:6])=[O:5])(=[O:12])[CH3:11], predict the reactants needed to synthesize it. The reactants are: [SH:1][CH2:2][CH2:3][C:4]([OH:6])=[O:5].O[CH2:8][NH:9][C:10](=[O:12])[CH3:11]. (2) Given the product [Cl:1][C:2]1[CH:3]=[CH:4][C:5]([CH2:6][NH:7][C:8]([C:10]2[C:11](=[O:31])[C:12]3[CH:19]=[C:18]([CH2:20][O:21][CH2:22][CH:23]([NH:46][CH2:34][CH2:35][CH2:36][CH2:37][CH2:38][CH2:39][CH2:40][CH2:41][CH2:42][CH2:43][CH2:44][CH3:45])[C:24]4[CH:29]=[CH:28][CH:27]=[CH:26][CH:25]=4)[S:17][C:13]=3[N:14]([CH3:16])[CH:15]=2)=[O:9])=[CH:32][CH:33]=1, predict the reactants needed to synthesize it. The reactants are: [Cl:1][C:2]1[CH:33]=[CH:32][C:5]([CH2:6][NH:7][C:8]([C:10]2[C:11](=[O:31])[C:12]3[CH:19]=[C:18]([CH2:20][O:21][CH2:22][C:23](=O)[C:24]4[CH:29]=[CH:28][CH:27]=[CH:26][CH:25]=4)[S:17][C:13]=3[N:14]([CH3:16])[CH:15]=2)=[O:9])=[CH:4][CH:3]=1.[CH2:34]([NH2:46])[CH2:35][CH2:36][CH2:37][CH2:38][CH2:39][CH2:40][CH2:41][CH2:42][CH2:43][CH2:44][CH3:45].CCOC(C)=O. (3) Given the product [F:1][C:2]([F:11])([F:10])[C:3]1[CH:4]=[CH:5][C:6]([S:17]([Cl:12])(=[O:20])=[O:16])=[N:7][CH:8]=1, predict the reactants needed to synthesize it. The reactants are: [F:1][C:2]([F:11])([F:10])[C:3]1[CH:4]=[CH:5][C:6](S)=[N:7][CH:8]=1.[Cl:12][O-].[Na+].O.[OH:16][S:17]([OH:20])(=O)=O. (4) The reactants are: S(=O)(=O)(O)O.O[C@@:7]12[C@@H:24]3[C@H:15]([C@H:16]4[C@@:20]([CH2:22][CH2:23]3)([CH3:21])[C:19](=[O:25])[CH2:18][CH2:17]4)[C@H:14]([CH3:26])[CH2:13][C:12]1=[CH:11][C:10](=[O:27])[CH2:9][CH2:8]2.C(OCC)(=O)C.CCCCCC. Given the product [CH3:26][C@@H:14]1[CH2:13][C:12]2[C:7]([CH2:8][CH2:9][C:10](=[O:27])[CH:11]=2)=[C:24]2[C@@H:15]1[C@H:16]1[C@@:20]([CH2:22][CH2:23]2)([CH3:21])[C:19](=[O:25])[CH2:18][CH2:17]1, predict the reactants needed to synthesize it. (5) Given the product [Br:15][C:16]1[CH:20]=[CH:19][O:18][C:17]=1[C:21]([O:23][CH2:1][CH3:2])=[O:22], predict the reactants needed to synthesize it. The reactants are: [CH3:1][CH2:2]N=C=NCCCN(C)C.C(O)C.[Br:15][C:16]1[CH:20]=[CH:19][O:18][C:17]=1[C:21]([OH:23])=[O:22]. (6) Given the product [CH3:30][O:29][C:27](=[O:28])[NH:19][CH2:17][CH2:18][C:4]1[S:5][C@H:6]2[O:12][C@H:11]([CH2:13][OH:14])[C@@H:10]([OH:15])[C@H:9]([OH:16])[C@H:7]2[N:8]=1, predict the reactants needed to synthesize it. The reactants are: C(N[C:4]1[S:5][C@H:6]2[O:12][C@H:11]([CH2:13][OH:14])[C@@H:10]([OH:15])[C@H:9]([OH:16])[C@H:7]2[N:8]=1)C.[CH2:17]([N:19](C(C)C)C(C)C)[CH3:18].Cl[C:27]([O:29][CH3:30])=[O:28].CO.C(Cl)Cl. (7) Given the product [CH2:12]([O:11][C:7]1[CH:6]=[C:3]([CH:4]=[O:5])[C:2]([C:47]2[CH:46]=[CH:45][C:44]([F:43])=[C:49]([F:50])[C:48]=2[F:51])=[CH:9][C:8]=1[CH3:10])[CH3:13], predict the reactants needed to synthesize it. The reactants are: Br[C:2]1[CH:9]=[C:8]([CH3:10])[C:7]([O:11][CH2:12][CH3:13])=[CH:6][C:3]=1[CH:4]=[O:5].C1(P(C2CCCCC2)C2C=CC=CC=2C2C(OC)=CC=CC=2OC)CCCCC1.[F:43][C:44]1[C:49]([F:50])=[C:48]([F:51])[CH:47]=[CH:46][C:45]=1B(O)O. (8) Given the product [CH2:27]([O:26][C:23]1[CH:24]=[CH:25][C:20]([CH2:19][CH2:18][O:17][C@@H:12]2[CH2:13][CH2:14][CH2:15][CH2:16][C@H:11]2[N:7]2[CH2:8][CH2:9][C@@H:5]([OH:4])[CH2:6]2)=[CH:21][C:22]=1[O:34][CH3:35])[C:28]1[CH:29]=[CH:30][CH:31]=[CH:32][CH:33]=1, predict the reactants needed to synthesize it. The reactants are: C([O:4][C@@H:5]1[CH2:9][C:8](=O)[N:7]([C@@H:11]2[CH2:16][CH2:15][CH2:14][CH2:13][C@H:12]2[O:17][CH2:18][CH2:19][C:20]2[CH:25]=[CH:24][C:23]([O:26][CH2:27][C:28]3[CH:33]=[CH:32][CH:31]=[CH:30][CH:29]=3)=[C:22]([O:34][CH3:35])[CH:21]=2)[C:6]1=O)(=O)C.B.C1COCC1.CO. (9) Given the product [CH3:14][O:15][C:16]1[CH:17]=[CH:18][C:19]([OH:25])=[C:20]([C:21]2[O:1][N:2]=[C:3]([C:5]3[C:10]([N+:11]([O-:13])=[O:12])=[CH:9][CH:8]=[CH:7][N:6]=3)[N:4]=2)[CH:24]=1, predict the reactants needed to synthesize it. The reactants are: [OH:1][NH:2][C:3]([C:5]1[C:10]([N+:11]([O-:13])=[O:12])=[CH:9][CH:8]=[CH:7][N:6]=1)=[NH:4].[CH3:14][O:15][C:16]1[CH:24]=[C:20]([C:21](O)=O)[C:19]([OH:25])=[CH:18][CH:17]=1. (10) Given the product [Br:50][CH2:28][C:6]1[CH:7]=[CH:8][C:9]([C:10]2[S:11][C:12]3[C:17]([N:18]=2)=[CH:16][CH:15]=[C:14]([C:19]2([C:22]4[CH:27]=[CH:26][CH:25]=[CH:24][CH:23]=4)[CH2:20][CH2:21]2)[N:13]=3)=[C:4]([N+:1]([O-:3])=[O:2])[CH:5]=1, predict the reactants needed to synthesize it. The reactants are: [N+:1]([C:4]1[CH:5]=[C:6]([CH2:28]O)[CH:7]=[CH:8][C:9]=1[C:10]1[S:11][C:12]2[C:17]([N:18]=1)=[CH:16][CH:15]=[C:14]([C:19]1([C:22]3[CH:27]=[CH:26][CH:25]=[CH:24][CH:23]=3)[CH2:21][CH2:20]1)[N:13]=2)([O-:3])=[O:2].C1(P(C2C=CC=CC=2)C2C=CC=CC=2)C=CC=CC=1.C(Br)(Br)(Br)[Br:50].